Predict the reaction yield, written as a fraction of the theoretical maximum amount of product (1.0 means a 100% yield; for example, 0.34 means a 34% yield). From a dataset of Reaction yield outcomes from USPTO patents with 853,638 reactions. (1) The reactants are [CH3:1][C:2]1[O:6][N:5]=[C:4]([C:7]2[CH:12]=[CH:11][CH:10]=[CH:9][CH:8]=2)[C:3]=1[CH2:13][O:14][C:15]1[CH:23]=[CH:22][C:18]([C:19]([OH:21])=O)=[CH:17][N:16]=1.[CH3:24][CH:25]1[CH2:29][CH2:28][CH2:27][NH:26]1. No catalyst specified. The product is [CH3:1][C:2]1[O:6][N:5]=[C:4]([C:7]2[CH:8]=[CH:9][CH:10]=[CH:11][CH:12]=2)[C:3]=1[CH2:13][O:14][C:15]1[N:16]=[CH:17][C:18]([C:19]([N:26]2[CH2:27][CH2:28][CH2:29][CH:25]2[CH3:24])=[O:21])=[CH:22][CH:23]=1. The yield is 0.990. (2) The reactants are [Si]([O:8][CH2:9][CH2:10][CH2:11][N:12]1[C:17](=[O:18])[C:16]2[C:19]([CH:34](O)[C:35]3[CH:40]=[CH:39][CH:38]=[CH:37][CH:36]=3)=[C:20]([C:23]3[CH:28]=[CH:27][CH:26]=[C:25]([O:29][C:30]([F:33])([F:32])[F:31])[CH:24]=3)[N:21]=[CH:22][C:15]=2[N:14]([CH3:42])[C:13]1=[O:43])(C(C)(C)C)(C)C.[CH:44](O)=[O:45]. The catalyst is CC(=O)OCC.O.[Zn]. The product is [CH:44]([O:8][CH2:9][CH2:10][CH2:11][N:12]1[C:17](=[O:18])[C:16]2[C:19]([CH2:34][C:35]3[CH:36]=[CH:37][CH:38]=[CH:39][CH:40]=3)=[C:20]([C:23]3[CH:28]=[CH:27][CH:26]=[C:25]([O:29][C:30]([F:31])([F:33])[F:32])[CH:24]=3)[N:21]=[CH:22][C:15]=2[N:14]([CH3:42])[C:13]1=[O:43])=[O:45]. The yield is 0.800. (3) The reactants are [NH2:1][C:2]1([CH3:30])[C:6]2([CH2:8][CH2:7]2)[CH2:5][N:4]([C:9]2[C:18]([O:19][CH3:20])=[C:17]3[C:12]([C:13](=[O:28])[C:14]([C:25]([OH:27])=[O:26])=[CH:15][N:16]3[C@@H:21]3[CH2:23][C@@H:22]3[F:24])=[CH:11][C:10]=2[F:29])[CH2:3]1.[ClH:31].C(O)(C)C. The catalyst is CO. The product is [ClH:31].[NH2:1][C:2]1([CH3:30])[C:6]2([CH2:7][CH2:8]2)[CH2:5][N:4]([C:9]2[C:18]([O:19][CH3:20])=[C:17]3[C:12]([C:13](=[O:28])[C:14]([C:25]([OH:27])=[O:26])=[CH:15][N:16]3[C@@H:21]3[CH2:23][C@@H:22]3[F:24])=[CH:11][C:10]=2[F:29])[CH2:3]1. The yield is 0.690.